This data is from Forward reaction prediction with 1.9M reactions from USPTO patents (1976-2016). The task is: Predict the product of the given reaction. (1) The product is: [CH2:55]([O:1][C:2]1[CH:3]=[C:4]2[C:9](=[CH:10][CH:11]=1)[C:8]([O:12][C:13]1[CH:18]=[CH:17][C:16]([O:19][CH2:20][CH2:21][N:22]3[CH2:23][CH2:24][CH2:25][CH2:26][CH2:27]3)=[CH:15][CH:14]=1)=[C:7]([O:28][S:29]([C:32]([F:34])([F:35])[F:33])(=[O:31])=[O:30])[CH:6]=[CH:5]2)[C:56]1[CH:61]=[CH:60][CH:59]=[CH:58][CH:57]=1. Given the reactants [OH:1][C:2]1[CH:3]=[C:4]2[C:9](=[CH:10][CH:11]=1)[C:8]([O:12][C:13]1[CH:18]=[CH:17][C:16]([O:19][CH2:20][CH2:21][N:22]3[CH2:27][CH2:26][CH2:25][CH2:24][CH2:23]3)=[CH:15][CH:14]=1)=[C:7]([O:28][S:29]([C:32]([F:35])([F:34])[F:33])(=[O:31])=[O:30])[CH:6]=[CH:5]2.C1(P(C2C=CC=CC=2)C2C=CC=CC=2)C=CC=CC=1.[CH2:55](O)[C:56]1[CH:61]=[CH:60][CH:59]=[CH:58][CH:57]=1.N(C(OC(C)C)=O)=NC(OC(C)C)=O, predict the reaction product. (2) The product is: [CH:16]1([S:8][C:6]2[CH:5]=[CH:4][C:3]([CH:9]([CH3:14])[C:10]([OH:12])=[O:11])=[C:2]([F:1])[CH:7]=2)[CH2:20][CH2:19][CH2:18][CH2:17]1. Given the reactants [F:1][C:2]1[CH:7]=[C:6]([SH:8])[CH:5]=[CH:4][C:3]=1[CH:9]([CH3:14])[C:10]([O:12]C)=[O:11].Br[CH:16]1[CH2:20][CH2:19][CH2:18][CH2:17]1.C(=O)([O-])[O-].[K+].[K+], predict the reaction product. (3) Given the reactants Cl.[CH2:2]([O:4][C:5](=[O:9])[CH2:6][CH2:7][NH2:8])[CH3:3].CCN(CC)CC.[CH2:17]([O:24][C:25]1[CH:32]=[CH:31][C:28]([CH:29]=O)=[CH:27][CH:26]=1)[C:18]1[CH:23]=[CH:22][CH:21]=[CH:20][CH:19]=1.[O-]S([O-])(=O)=O.[Mg+2], predict the reaction product. The product is: [CH2:2]([O:4][C:5](=[O:9])[CH2:6][CH2:7][N:8]=[CH:29][C:28]1[CH:31]=[CH:32][C:25]([O:24][CH2:17][C:18]2[CH:23]=[CH:22][CH:21]=[CH:20][CH:19]=2)=[CH:26][CH:27]=1)[CH3:3]. (4) Given the reactants [CH3:1][C:2]1([CH3:10])[CH2:7][C:6](=O)[CH2:5][C:4](=[O:9])[CH2:3]1.C(O)(=O)C.C([O-])(=O)C.[NH4+:19].O, predict the reaction product. The product is: [NH2:19][C:6]1[CH2:7][C:2]([CH3:10])([CH3:1])[CH2:3][C:4](=[O:9])[CH:5]=1.